Task: Regression. Given a peptide amino acid sequence and an MHC pseudo amino acid sequence, predict their binding affinity value. This is MHC class I binding data.. Dataset: Peptide-MHC class I binding affinity with 185,985 pairs from IEDB/IMGT (1) The peptide sequence is RRRQWASCM. The MHC is HLA-A26:01 with pseudo-sequence HLA-A26:01. The binding affinity (normalized) is 0.0847. (2) The peptide sequence is YGDTEAICR. The MHC is HLA-B58:01 with pseudo-sequence HLA-B58:01. The binding affinity (normalized) is 0.0847. (3) The peptide sequence is AVFIHNFKRK. The MHC is HLA-A01:01 with pseudo-sequence HLA-A01:01. The binding affinity (normalized) is 0.